This data is from Full USPTO retrosynthesis dataset with 1.9M reactions from patents (1976-2016). The task is: Predict the reactants needed to synthesize the given product. Given the product [C:10]([O:14][C:15]([N:17]1[CH2:18][CH:19]=[C:20]([C:2]2[C:7]([CH3:8])=[CH:6][C:5]([Br:9])=[CH:4][N:3]=2)[CH2:21][CH2:22]1)=[O:16])([CH3:13])([CH3:11])[CH3:12], predict the reactants needed to synthesize it. The reactants are: Br[C:2]1[C:7]([CH3:8])=[CH:6][C:5]([Br:9])=[CH:4][N:3]=1.[C:10]([O:14][C:15]([N:17]1[CH2:22][CH:21]=[C:20](B2OC(C)(C)C(C)(C)O2)[CH2:19][CH2:18]1)=[O:16])([CH3:13])([CH3:12])[CH3:11].O1CCOCC1.C(=O)([O-])[O-].[Na+].[Na+].